Dataset: Retrosynthesis with 50K atom-mapped reactions and 10 reaction types from USPTO. Task: Predict the reactants needed to synthesize the given product. (1) Given the product COC(=O)[C@@H](NC(=O)OC12CC3CC(CC(C3)C1)C2)C(C)(C)C, predict the reactants needed to synthesize it. The reactants are: COC(=O)[C@@H](N)C(C)(C)C.O=C(F)OC12CC3CC(CC(C3)C1)C2. (2) Given the product Cc1ccc(N2CCN(CCCc3cc(-c4ccc(F)cc4)n(C(C)(C)C)n3)CC2)cc1C, predict the reactants needed to synthesize it. The reactants are: CC(C)(C)n1nc(CCC=O)cc1-c1ccc(F)cc1.Cc1ccc(N2CCNCC2)cc1C. (3) Given the product CC1(C)CCC(=O)c2ccc(C#Cc3ccc(C(=O)O)c(F)c3)cc21, predict the reactants needed to synthesize it. The reactants are: CCOC(=O)c1ccc(C#Cc2ccc3c(c2)C(C)(C)CCC3=O)cc1F. (4) Given the product CCCc1c(C(=O)NC2CC2)nnn1-c1ccc(C(=O)NCCc2ccccc2)cc1, predict the reactants needed to synthesize it. The reactants are: CCCc1c(C(=O)O)nnn1-c1ccc(C(=O)NCCc2ccccc2)cc1.NC1CC1. (5) Given the product COc1cc(CN2CCNCC2)c2c(c1)C(=O)/C(=C/c1c[nH]c3ccccc13)O2, predict the reactants needed to synthesize it. The reactants are: COc1cc(CN2CCN(C(=O)OC(C)(C)C)CC2)c2c(c1)C(=O)/C(=C/c1c[nH]c3ccccc13)O2.